From a dataset of Full USPTO retrosynthesis dataset with 1.9M reactions from patents (1976-2016). Predict the reactants needed to synthesize the given product. (1) Given the product [CH3:1][NH:2][C:3]([C:5]1[N:30]([CH:31]2[CH2:35][CH2:34][CH2:33][CH2:32]2)[C:8]2[N:9]=[C:10]([NH:13][C:14]3[CH:19]=[CH:18][C:17]([N:20]4[C:27](=[O:28])[CH2:26][C@H:25]5[N:29]([CH3:36])[C@H:22]([CH2:23][CH2:24]5)[CH2:21]4)=[CH:16][N:15]=3)[N:11]=[CH:12][C:7]=2[CH:6]=1)=[O:4], predict the reactants needed to synthesize it. The reactants are: [CH3:1][NH:2][C:3]([C:5]1[N:30]([CH:31]2[CH2:35][CH2:34][CH2:33][CH2:32]2)[C:8]2[N:9]=[C:10]([NH:13][C:14]3[CH:19]=[CH:18][C:17]([N:20]4[C:27](=[O:28])[CH2:26][C@H:25]5[NH:29][C@H:22]([CH2:23][CH2:24]5)[CH2:21]4)=[CH:16][N:15]=3)[N:11]=[CH:12][C:7]=2[CH:6]=1)=[O:4].[CH2:36]=O. (2) The reactants are: [CH:1]1([O:6][C:7]2[N:15]=[C:14]3[C:10]([N:11]=[CH:12][NH:13]3)=[C:9]([NH:16][C:17](=[O:22])[C:18]([CH3:21])([CH3:20])[CH3:19])[N:8]=2)[CH2:5][CH2:4][CH2:3][CH2:2]1.C(O[CH:27]1[O:44][C@H:43]([CH2:45][O:46][C:47](=[O:54])[C:48]2[CH:53]=[CH:52][CH:51]=[CH:50][CH:49]=2)[C@@:33]([C:55]([F:58])([F:57])[F:56])([O:34][C:35](=[O:42])[C:36]2[CH:41]=[CH:40][CH:39]=[CH:38][CH:37]=2)[C@H:28]1[O:29][C:30](=[O:32])[CH3:31])(=O)C.FC(F)(F)S(O[Si](C)(C)C)(=O)=O.C/C(/O[Si](C)(C)C)=N\[Si](C)(C)C.N(CCO)(CCO)CCO. Given the product [C:30]([O:29][C@@H:28]1[C@:33]([C:55]([F:56])([F:57])[F:58])([O:34][C:35](=[O:42])[C:36]2[CH:37]=[CH:38][CH:39]=[CH:40][CH:41]=2)[C@@H:43]([CH2:45][O:46][C:47](=[O:54])[C:48]2[CH:53]=[CH:52][CH:51]=[CH:50][CH:49]=2)[O:44][C@H:27]1[N:13]1[CH:12]=[N:11][C:10]2[C:14]1=[N:15][C:7]([O:6][CH:1]1[CH2:2][CH2:3][CH2:4][CH2:5]1)=[N:8][C:9]=2[NH:16][C:17](=[O:22])[C:18]([CH3:19])([CH3:21])[CH3:20])(=[O:32])[CH3:31], predict the reactants needed to synthesize it.